Dataset: Catalyst prediction with 721,799 reactions and 888 catalyst types from USPTO. Task: Predict which catalyst facilitates the given reaction. (1) Reactant: [Cl:1][C:2]1[CH:7]=[CH:6][C:5]([CH2:8][CH:9]([NH:24][C:25](=[O:40])[CH2:26][CH2:27][NH:28][S:29]([C:32]2[CH:37]=[CH:36][C:35]([O:38][CH3:39])=[CH:34][CH:33]=2)(=[O:31])=[O:30])[C:10]([N:12]([CH2:16][CH:17](OCC)OCC)[CH:13]([CH3:15])[CH3:14])=[O:11])=[CH:4][CH:3]=1. Product: [Cl:1][C:2]1[CH:3]=[CH:4][C:5]([CH2:8][CH:9]2[N:24]3[C:25](=[O:40])[CH2:26][CH2:27][N:28]([S:29]([C:32]4[CH:37]=[CH:36][C:35]([O:38][CH3:39])=[CH:34][CH:33]=4)(=[O:31])=[O:30])[CH:17]3[CH2:16][N:12]([CH:13]([CH3:14])[CH3:15])[C:10]2=[O:11])=[CH:6][CH:7]=1. The catalyst class is: 106. (2) Reactant: [CH2:1]([O:8][C:9]1[CH:14]=[CH:13][C:12]([NH:15][C:16]2[C:25]3[C:20](=[CH:21][C:22]([F:36])=[C:23]([C:26]4[O:27][C:28]([CH:31]5OCC[O:32]5)=[CH:29][CH:30]=4)[CH:24]=3)[N:19]=[CH:18][N:17]=2)=[CH:11][CH:10]=1)[C:2]1[CH:7]=[CH:6][CH:5]=[CH:4][CH:3]=1.[ClH:37]. Product: [ClH:37].[CH2:1]([O:8][C:9]1[CH:10]=[CH:11][C:12]([NH:15][C:16]2[C:25]3[C:20](=[CH:21][C:22]([F:36])=[C:23]([C:26]4[O:27][C:28]([CH:31]=[O:32])=[CH:29][CH:30]=4)[CH:24]=3)[N:19]=[CH:18][N:17]=2)=[CH:13][CH:14]=1)[C:2]1[CH:7]=[CH:6][CH:5]=[CH:4][CH:3]=1. The catalyst class is: 1. (3) Reactant: [H-].[Na+].[F:3][C:4]1[CH:13]=[CH:12][C:7]([C:8]([O:10][CH3:11])=[O:9])=[CH:6][C:5]=1[NH:14][C:15]1[CH:16]=[N:17][CH:18]=[N:19][CH:20]=1.I[CH3:22].CO. Product: [F:3][C:4]1[CH:13]=[CH:12][C:7]([C:8]([O:10][CH3:11])=[O:9])=[CH:6][C:5]=1[N:14]([CH3:22])[C:15]1[CH:20]=[N:19][CH:18]=[N:17][CH:16]=1. The catalyst class is: 1. (4) Reactant: [H-].[Na+].[CH:3]1[CH:8]=[CH:7][C:6]([C:9]([C:14]2[CH:19]=[CH:18][CH:17]=[CH:16][CH:15]=2)=[N:10][CH2:11][C:12]#[N:13])=[CH:5][CH:4]=1.[H][H].[Cl:22][C:23]1[CH:28]=[C:27]([CH2:29]OS(C)(=O)=O)[CH:26]=[CH:25][N:24]=1.[Cl-].[NH4+]. Product: [C:9](=[N:10][CH:11]([CH2:29][C:27]1[CH:26]=[CH:25][N:24]=[C:23]([Cl:22])[CH:28]=1)[C:12]#[N:13])([C:6]1[CH:5]=[CH:4][CH:3]=[CH:8][CH:7]=1)[C:14]1[CH:19]=[CH:18][CH:17]=[CH:16][CH:15]=1. The catalyst class is: 1. (5) Reactant: C[O:2][C:3](=[O:34])[CH2:4][C:5]1[C:14]([CH3:15])=[C:13]([CH:16]2[CH2:21][CH2:20][N:19]([C:22](=[O:32])[NH:23][C:24]3[CH:29]=[CH:28][CH:27]=[CH:26][C:25]=3[O:30][CH3:31])[CH2:18][CH2:17]2)[C:12]2[C:7](=[CH:8][CH:9]=[C:10]([F:33])[CH:11]=2)[CH:6]=1.O.[OH-].[Li+]. Product: [F:33][C:10]1[CH:11]=[C:12]2[C:7](=[CH:8][CH:9]=1)[CH:6]=[C:5]([CH2:4][C:3]([OH:34])=[O:2])[C:14]([CH3:15])=[C:13]2[CH:16]1[CH2:21][CH2:20][N:19]([C:22](=[O:32])[NH:23][C:24]2[CH:29]=[CH:28][CH:27]=[CH:26][C:25]=2[O:30][CH3:31])[CH2:18][CH2:17]1. The catalyst class is: 20. (6) Reactant: C([N:8]1[CH2:13][CH2:12][N:11]([C:14]2[CH:19]=[CH:18][C:17]([C:20]([F:23])([F:22])[F:21])=[CH:16][N:15]=2)[C@H:10]([CH3:24])[CH2:9]1)C1C=CC=CC=1. Product: [CH3:24][C@@H:10]1[CH2:9][NH:8][CH2:13][CH2:12][N:11]1[C:14]1[CH:19]=[CH:18][C:17]([C:20]([F:23])([F:21])[F:22])=[CH:16][N:15]=1. The catalyst class is: 29.